This data is from Reaction yield outcomes from USPTO patents with 853,638 reactions. The task is: Predict the reaction yield, written as a fraction of the theoretical maximum amount of product (1.0 means a 100% yield; for example, 0.34 means a 34% yield). (1) The reactants are [Br:1][C:2]1[CH:3]=[C:4]([C:12](O)([CH3:14])[CH3:13])[CH:5]=[C:6]([C:8]([CH3:11])([CH3:10])[CH3:9])[CH:7]=1.C(O)(C(F)(F)F)=O.C([SiH](CC)CC)C.C(=O)(O)[O-].[Na+]. The catalyst is ClCCl. The product is [Br:1][C:2]1[CH:3]=[C:4]([CH:12]([CH3:13])[CH3:14])[CH:5]=[C:6]([C:8]([CH3:10])([CH3:9])[CH3:11])[CH:7]=1. The yield is 0.780. (2) The product is [CH3:1][O:2][C:3]1[C:12]([NH:13][C:14]([N:31]2[CH2:32][CH2:33][N:28]([C:22]3[C:23]([CH3:27])=[CH:24][CH:25]=[CH:26][C:21]=3[CH3:20])[CH2:29][CH2:30]2)=[O:18])=[N:11][C:10]2[C:5](=[CH:6][CH:7]=[C:8]([CH3:19])[CH:9]=2)[N:4]=1. The yield is 0.880. The reactants are [CH3:1][O:2][C:3]1[C:12]([NH:13][C:14](=[O:18])OCC)=[N:11][C:10]2[C:5](=[CH:6][CH:7]=[C:8]([CH3:19])[CH:9]=2)[N:4]=1.[CH3:20][C:21]1[CH:26]=[CH:25][CH:24]=[C:23]([CH3:27])[C:22]=1[N:28]1[CH2:33][CH2:32][NH:31][CH2:30][CH2:29]1. No catalyst specified. (3) The reactants are [NH2:1][C:2]1[C:3]2[N:4]([C:8]([C@@H:26]3[CH2:30][CH2:29][CH2:28][NH:27]3)=[N:9][C:10]=2[C:11]2[CH:25]=[CH:24][C:14]([C:15]([NH:17][C:18]3[CH:23]=[CH:22][CH:21]=[CH:20][N:19]=3)=[O:16])=[CH:13][CH:12]=2)[CH:5]=[CH:6][N:7]=1.[Cl:31][C:32]1[N:37]=[C:36]([C:38](O)=[O:39])[CH:35]=[CH:34][N:33]=1. No catalyst specified. The product is [NH2:1][C:2]1[C:3]2[N:4]([C:8]([C@@H:26]3[CH2:30][CH2:29][CH2:28][N:27]3[C:38]([C:36]3[CH:35]=[CH:34][N:33]=[C:32]([Cl:31])[N:37]=3)=[O:39])=[N:9][C:10]=2[C:11]2[CH:25]=[CH:24][C:14]([C:15]([NH:17][C:18]3[CH:23]=[CH:22][CH:21]=[CH:20][N:19]=3)=[O:16])=[CH:13][CH:12]=2)[CH:5]=[CH:6][N:7]=1. The yield is 0.404. (4) The reactants are [CH3:1][N:2]1[CH:6]=[C:5]([CH:7]=O)[CH:4]=[N:3]1.C(O)(=O)[CH2:10][C:11]([OH:13])=[O:12].N.Cl. The catalyst is N1CCCCC1.O.N1C=CC=CC=1. The product is [CH3:1][N:2]1[CH:6]=[C:5](/[CH:7]=[CH:10]/[C:11]([OH:13])=[O:12])[CH:4]=[N:3]1. The yield is 0.405.